From a dataset of Full USPTO retrosynthesis dataset with 1.9M reactions from patents (1976-2016). Predict the reactants needed to synthesize the given product. (1) Given the product [Cl:19][C:10]1[CH:11]=[C:12]([C:13]([OH:15])=[O:14])[C:7]2[CH:6]=[N:5][N:4]([CH:2]([CH3:3])[CH3:1])[C:8]=2[N:9]=1, predict the reactants needed to synthesize it. The reactants are: [CH3:1][CH:2]([N:4]1[C:8]2[NH:9][C:10](=O)[CH:11]=[C:12]([C:13]([OH:15])=[O:14])[C:7]=2[CH:6]=[N:5]1)[CH3:3].P(Cl)(Cl)([Cl:19])=O. (2) Given the product [Br:1][C:2]1[N:7]=[C:6]([C:8]2([CH3:15])[NH:13][C:12](=[S:17])[CH2:11][O:10][CH2:9]2)[CH:5]=[CH:4][CH:3]=1, predict the reactants needed to synthesize it. The reactants are: [Br:1][C:2]1[N:7]=[C:6]([C:8]2([CH3:15])[NH:13][C:12](=O)[CH2:11][O:10][CH2:9]2)[CH:5]=[CH:4][CH:3]=1.P12(SP3(SP(SP(S3)(S1)=S)(=S)S2)=S)=[S:17]. (3) The reactants are: [S-2].[Na+].[Na+].C[Si](Cl)(C)C.[C:9]([C:11]1[CH:12]=[C:13]([CH:40]=[CH:41][CH:42]=1)[C:14]([NH:16][C:17]1[N:18]=[N:19][C:20]([N:23]2[C:27]([C:28]([F:31])([F:30])[F:29])=[CH:26][C:25]([C:32]3[CH:33]=[N:34][C:35]([O:38]C)=[CH:36][CH:37]=3)=[N:24]2)=[CH:21][CH:22]=1)=[O:15])#[N:10]. Given the product [C:9]([C:11]1[CH:12]=[C:13]([CH:40]=[CH:41][CH:42]=1)[C:14]([NH:16][C:17]1[N:18]=[N:19][C:20]([N:23]2[C:27]([C:28]([F:29])([F:31])[F:30])=[CH:26][C:25]([C:32]3[CH:37]=[CH:36][C:35](=[O:38])[NH:34][CH:33]=3)=[N:24]2)=[CH:21][CH:22]=1)=[O:15])#[N:10], predict the reactants needed to synthesize it. (4) Given the product [CH3:1][O:2][C:3]1[CH:4]=[C:5]2[C:10](=[CH:11][C:12]=1[O:13][CH3:14])[N:9]=[CH:8][N:7]=[C:6]2[O:15][C:16]1[CH:22]=[CH:21][C:19]([NH:20][C:29]([NH:46][CH:43]2[CH2:44][CH2:45][N:41]([CH2:40][C:39]3[CH:47]=[CH:48][CH:49]=[CH:50][C:38]=3[CH3:37])[CH2:42]2)=[O:35])=[C:18]([O:23][CH3:24])[CH:17]=1, predict the reactants needed to synthesize it. The reactants are: [CH3:1][O:2][C:3]1[CH:4]=[C:5]2[C:10](=[CH:11][C:12]=1[O:13][CH3:14])[N:9]=[CH:8][N:7]=[C:6]2[O:15][C:16]1[CH:22]=[CH:21][C:19]([NH2:20])=[C:18]([O:23][CH3:24])[CH:17]=1.ClC(Cl)(O[C:29](=[O:35])OC(Cl)(Cl)Cl)Cl.[CH3:37][C:38]1[CH:50]=[CH:49][CH:48]=[CH:47][C:39]=1[CH2:40][N:41]1[CH2:45][CH2:44][CH:43]([NH2:46])[CH2:42]1.C(=O)([O-])O.[Na+]. (5) The reactants are: [CH2:1]([O:4][C:5]1[CH:6]=[C:7]([S:11]([NH:14][C:15]2[C:26]([O:27][C:28]3[CH:33]=[CH:32][CH:31]=[C:30]([O:34][CH2:35][CH2:36][CH3:37])[CH:29]=3)=[CH:25][C:18]3[N:19]([CH3:24])[C:20](=[O:23])[N:21]([CH3:22])[C:17]=3[CH:16]=2)(=[O:13])=[O:12])[CH:8]=[CH:9][CH:10]=1)[CH:2]=[CH2:3].[CH2:38]([NH:43][C:44](=[O:50])[O:45][C:46]([CH3:49])([CH3:48])[CH3:47])[CH2:39][CH2:40]C=C.N#N. Given the product [CH3:24][N:19]1[C:18]2[CH:25]=[C:26]([O:27][C:28]3[CH:33]=[CH:32][CH:31]=[C:30]([O:34][CH2:35][CH2:36][CH3:37])[CH:29]=3)[C:15]([NH:14][S:11]([C:7]3[CH:6]=[C:5]([CH:10]=[CH:9][CH:8]=3)[O:4][CH2:1]/[CH:2]=[CH:3]/[CH2:40][CH2:39][CH2:38][NH:43][C:44](=[O:50])[O:45][C:46]([CH3:49])([CH3:48])[CH3:47])(=[O:12])=[O:13])=[CH:16][C:17]=2[N:21]([CH3:22])[C:20]1=[O:23], predict the reactants needed to synthesize it. (6) Given the product [Cl:1][C:2]1[CH:11]=[C:10]([OH:14])[C:9]2[C:4](=[CH:5][CH:6]=[CH:7][CH:8]=2)[N:3]=1, predict the reactants needed to synthesize it. The reactants are: [Cl:1][C:2]1[CH:11]=[C:10](Cl)[C:9]2[C:4](=[CH:5][CH:6]=[CH:7][CH:8]=2)[N:3]=1.C[OH:14]. (7) The reactants are: [NH:1]1[C:8](=[O:9])[CH2:7][C:5](=[O:6])[NH:4][C:2]1=[O:3].B(F)(F)F.[CH3:14]COCC. Given the product [OH:3][C:2]1[N:4]=[C:5]([OH:6])[CH:7]=[C:8]([O:9][CH3:14])[N:1]=1, predict the reactants needed to synthesize it. (8) Given the product [C:8]12([C:3]3=[CH:2][C:1]([O:6][C:4]3=[O:5])=[O:7])[CH2:14][CH:11]([CH2:12][CH2:13]1)[CH:10]=[CH:9]2.[C:15]([O:19][C:20](=[O:23])[CH:21]=[CH2:22])([CH3:18])([CH3:17])[CH3:16].[C:24]([O:28][CH2:29][CH:30]1[O:34][CH2:33][CH2:32][CH2:31]1)(=[O:27])[CH:25]=[CH2:26], predict the reactants needed to synthesize it. The reactants are: [C:1]1(=[O:7])[O:6][C:4](=[O:5])[CH:3]=[CH:2]1.[CH:8]12[CH2:14][CH:11]([CH2:12][CH2:13]1)[CH:10]=[CH:9]2.[C:15]([O:19][C:20](=[O:23])[CH:21]=[CH2:22])([CH3:18])([CH3:17])[CH3:16].[C:24]([O:28][CH2:29][CH:30]1[O:34][CH2:33][CH2:32][CH2:31]1)(=[O:27])[CH:25]=[CH2:26]. (9) The reactants are: C([O:4][CH2:5][CH:6]([CH3:50])[C:7]([NH:9][C:10]1[CH:15]=[CH:14][C:13]([C:16]2[S:39][C:19]3[N:20]([CH2:30][C:31]4[C:36]([F:37])=[CH:35][CH:34]=[CH:33][C:32]=4[F:38])[CH:21]=[C:22]([C:25](=[O:29])[CH:26]([CH3:28])[CH3:27])[C:23](=[O:24])[C:18]=3[C:17]=2[CH2:40][N:41]([CH2:43][C:44]2[CH:49]=[CH:48][CH:47]=[CH:46][CH:45]=2)[CH3:42])=[CH:12][CH:11]=1)=[O:8])(=O)C.C(=O)([O-])[O-].[K+].[K+]. Given the product [CH2:43]([N:41]([CH2:40][C:17]1[C:18]2[C:23](=[O:24])[C:22]([C:25](=[O:29])[CH:26]([CH3:28])[CH3:27])=[CH:21][N:20]([CH2:30][C:31]3[C:32]([F:38])=[CH:33][CH:34]=[CH:35][C:36]=3[F:37])[C:19]=2[S:39][C:16]=1[C:13]1[CH:12]=[CH:11][C:10]([NH:9][C:7](=[O:8])[CH:6]([CH3:50])[CH2:5][OH:4])=[CH:15][CH:14]=1)[CH3:42])[C:44]1[CH:49]=[CH:48][CH:47]=[CH:46][CH:45]=1, predict the reactants needed to synthesize it.